This data is from Catalyst prediction with 721,799 reactions and 888 catalyst types from USPTO. The task is: Predict which catalyst facilitates the given reaction. Reactant: [Cl:1][C:2]1[CH:7]=[CH:6][C:5]([NH:8][C:9]2[NH:10][C:11]([C:14]3[CH:15]=[C:16]([OH:20])[CH:17]=[CH:18][CH:19]=3)=[N:12][N:13]=2)=[CH:4][C:3]=1[C:21]([F:24])([F:23])[F:22].C[Si]([N-][Si](C)(C)C)(C)C.[K+].[NH2:35][C:36]1[N:37]=[N:38][C:39](Cl)=[CH:40][CH:41]=1.[C:43]([O-:46])([O-])=[O:44].[K+].[K+]. Product: [F:22][C:21]([F:24])([F:23])[C:43]([OH:46])=[O:44].[Cl:1][C:2]1[CH:7]=[CH:6][C:5]([NH:8][C:9]2[NH:10][C:11]([C:14]3[CH:15]=[C:16]([CH:17]=[CH:18][CH:19]=3)[O:20][C:39]3[N:38]=[N:37][C:36]([NH2:35])=[CH:41][CH:40]=3)=[N:12][N:13]=2)=[CH:4][C:3]=1[C:21]([F:22])([F:23])[F:24]. The catalyst class is: 121.